This data is from Forward reaction prediction with 1.9M reactions from USPTO patents (1976-2016). The task is: Predict the product of the given reaction. Given the reactants [CH2:1]([O:3][C:4](=[O:27])[CH:5]([C:7]1[C:16]([CH3:17])=[CH:15][C:14]2[C:9](=[CH:10][CH:11]=[CH:12][C:13]=2[O:18][CH3:19])[C:8]=1[C:20]1[CH:25]=[CH:24][C:23]([Cl:26])=[CH:22][CH:21]=1)[OH:6])[CH3:2].Cl(O)(=O)(=O)=O.C(=O)(O)[O-].[Na+], predict the reaction product. The product is: [CH2:1]([O:3][C:4](=[O:27])[CH:5]([O:6][C:7]([CH3:16])([CH3:8])[CH3:5])[C:7]1[C:16]([CH3:17])=[CH:15][C:14]2[C:9](=[CH:10][CH:11]=[CH:12][C:13]=2[O:18][CH3:19])[C:8]=1[C:20]1[CH:21]=[CH:22][C:23]([Cl:26])=[CH:24][CH:25]=1)[CH3:2].